This data is from Forward reaction prediction with 1.9M reactions from USPTO patents (1976-2016). The task is: Predict the product of the given reaction. Given the reactants Cl.[NH:2]1[CH2:7][CH2:6][CH2:5][C@H:4]([N:8]2[C:12]3=[C:13]4[S:19][CH:18]=[CH:17][C:14]4=[N:15][CH:16]=[C:11]3[N:10]=[C:9]2[C@H:20]([OH:22])[CH3:21])[CH2:3]1.C(N(CC)CC)C.Cl[C:31]([O:33][CH2:34][CH3:35])=[O:32], predict the reaction product. The product is: [OH:22][C@@H:20]([C:9]1[N:8]([C@H:4]2[CH2:5][CH2:6][CH2:7][N:2]([C:31]([O:33][CH2:34][CH3:35])=[O:32])[CH2:3]2)[C:12]2=[C:13]3[S:19][CH:18]=[CH:17][C:14]3=[N:15][CH:16]=[C:11]2[N:10]=1)[CH3:21].